From a dataset of Merck oncology drug combination screen with 23,052 pairs across 39 cell lines. Regression. Given two drug SMILES strings and cell line genomic features, predict the synergy score measuring deviation from expected non-interaction effect. Drug 1: Cn1nnc2c(C(N)=O)ncn2c1=O. Drug 2: NC1CCCCC1N.O=C(O)C(=O)O.[Pt+2]. Cell line: NCIH1650. Synergy scores: synergy=-27.6.